From a dataset of Experimentally validated miRNA-target interactions with 360,000+ pairs, plus equal number of negative samples. Binary Classification. Given a miRNA mature sequence and a target amino acid sequence, predict their likelihood of interaction. (1) The miRNA is hsa-miR-4673 with sequence UCCAGGCAGGAGCCGGACUGGA. The protein sequence of the target gene is MAPPAARLALLSAAALTLAARPAPSPGLGPECFTANGADYRGTQNWTALQGGKPCLFWNETFQHPYNTLKYPNGEGGLGEHNYCRNPDGDVSPWCYVAEHEDGVYWKYCEIPACQMPGNLGCYKDHGNPPPLTGTSKTSNKLTIQTCISFCRSQRFKFAGMESGYACFCGNNPDYWKYGEAASTECNSVCFGDHTQPCGGDGRIILFDTLVGACGGNYSAMSSVVYSPDFPDTYATGRVCYWTIRVPGASHIHFSFPLFDIRDSADMVELLDGYTHRVLARFHGRSRPPLSFNVSLDFVI.... Result: 1 (interaction). (2) The miRNA is hsa-miR-6873-3p with sequence UUCUCUCUGUCUUUCUCUCUCAG. The protein sequence of the target gene is MESRPGSFQYVPVQLQGGAPWGFTLKGGLEHCEPLTVSKIEDGGKAALSQKMRTGDELVNINGTPLYGSRQEALILIKGSFRILKLIVRRRNTPVSRPHSWHVAKLLEGCPDVATTMHFPSEAFSLSWHSGCNTSDVSVQWCPLSRHCSTEKSSSIGSMESLEQPGQPTYEGHLLPIDQNMYPSQRDSAYSSFSASSNASDCALSLKPEEPPSTDCVMPGPGPIKVTDDQANVSENSGSSHSTSEDHVTSTSHASSYSDEGHHSGPAKMARGPPEPPVRSDSLPASRAQLLNGEQHRASE.... Result: 0 (no interaction). (3) Result: 0 (no interaction). The miRNA is hsa-miR-4445-5p with sequence AGAUUGUUUCUUUUGCCGUGCA. The protein sequence of the target gene is MMNEDAAQKSDSGEKFNGSSQRRKRPKKSDSNASFLRAARAGNLDKVVEYLKGGIDINTCNQNGLNALHLAAKEGHVGLVQELLGRGSSVDSATKKGNTALHIASLAGQAEVVKVLVKEGANINAQSQNGFTPLYMAAQENHIDVVKYLLENGANQSTATEDGFTPLAVALQQGHNQAVAILLENDTKGKVRLPALHIAARKDDTKSAALLLQNDHNADVQSKMMVNRTTESGFTPLHIAAHYGNVNVATLLLNRGAAVDFTARNGITPLHVASKRGNTNMVKLLLDRGGQIDAKTRDGL.... (4) The miRNA is hsa-miR-1291 with sequence UGGCCCUGACUGAAGACCAGCAGU. The protein sequence of the target gene is MASPNKAVIVPGNGGGDVATHGWYGWVKKGLEQIPGFQCLAKNMPDPITARESIWLPFMETELHCDEKTIIIGHSSGAIAAMRYAETHQVYALVLVSAYTSDLGDENERASGYFSRPWQWEKIKANCPHIVQFGSTDDPFLPWKEQQEVADRLDAKLYKFTDRGHFQNTEFHELISVVKSMLKGPE. Result: 0 (no interaction). (5) The miRNA is dme-miR-303-5p with sequence UUUAGGUUUCACAGGAAACUGGU. The protein sequence of the target gene is MAEAMDLGKDPNGPTHSSTLFVREDGSAMSFYVRPSSAKRRLSTLILHGGGTVCRVQEPGAVLLAQPGEALAEASGDFISTQYILDCVDRNEKLDLEAYRLGLTEQASDPKPGASTEGSTEPEPQPLTGRIAYTDAEDVAILTYVKENARSPSSVTGNALWKAMEKSSLTQHSWQSLKDRYLKHLRGQEHKYLLGNAPVSPSSQKLKRKAEQDPEAADSGEPQNKRAPDLPEEECVKGEIKENGEADNKLFEEAAPEFGEAVVDESPDFEIHITMCDGDPPTPEEDSETQPDEEEEEPKV.... Result: 0 (no interaction). (6) The miRNA is mmu-miR-126a-5p with sequence CAUUAUUACUUUUGGUACGCG. The protein sequence of the target gene is MAAVLNAERLEVSVDGLTLSPDPEERPGAEGAPLLPPPLPPPSPPGSGRGPGASGEQPEPGEAAAGGAAEEARRLEQRWGFGLEELYGLALRFFKEKDGKAFHPTYEEKLKLVALHKQVLMGPYNPDTCPEVGFFDVLGNDRRREWAALGNMSKEDAMVEFVKLLNRCCHLFSTYVASHKIEKEEQEKKRKEEEERRRREEEERERLQKEEEKRRREEEERLRREEEERRRIEEERLRLEQQKQQIMAALNSQTAVQFQQYAAQQYPGNYEQQQILIRQLQEQHYQQYMQQLYQVQLAQQ.... Result: 0 (no interaction).